From a dataset of Catalyst prediction with 721,799 reactions and 888 catalyst types from USPTO. Predict which catalyst facilitates the given reaction. (1) Reactant: [NH2:1][C:2]1([CH2:18][CH2:19][OH:20])[C:15]2[CH:14]=[C:13]([Cl:16])[N:12]=[CH:11][C:10]=2[O:9][C:8]2[C:3]1=[CH:4][C:5]([Br:17])=[CH:6][CH:7]=2.[N+:21]([C:24]1[CH:34]=[CH:33][C:27]([C:28]([N:30]=[C:31]=[S:32])=[O:29])=[CH:26][CH:25]=1)([O-:23])=[O:22]. Product: [Br:17][C:5]1[CH:4]=[C:3]2[C:8](=[CH:7][CH:6]=1)[O:9][C:10]1[CH:11]=[N:12][C:13]([Cl:16])=[CH:14][C:15]=1[C:2]2([NH:1][C:31]([NH:30][C:28](=[O:29])[C:27]1[CH:26]=[CH:25][C:24]([N+:21]([O-:23])=[O:22])=[CH:34][CH:33]=1)=[S:32])[CH2:18][CH2:19][OH:20]. The catalyst class is: 1. (2) Reactant: [C:1]([O:5][C:6]([C@@:8]1([CH:22]=[CH2:23])[CH2:12][C:11](=[O:13])[N:10]([C@@H:14]([C:16]2[CH:21]=[CH:20][CH:19]=[CH:18][CH:17]=2)[CH3:15])[CH2:9]1)=[O:7])([CH3:4])([CH3:3])[CH3:2].[CH2:24](Br)[CH:25]=[CH2:26].C[Si](C)(C)[N-][Si](C)(C)C.[Li+].[Cl-].[NH4+]. Product: [C:1]([O:5][C:6]([C@@:8]1([CH:22]=[CH2:23])[C@H:12]([CH2:26][CH:25]=[CH2:24])[C:11](=[O:13])[N:10]([C@@H:14]([C:16]2[CH:17]=[CH:18][CH:19]=[CH:20][CH:21]=2)[CH3:15])[CH2:9]1)=[O:7])([CH3:4])([CH3:2])[CH3:3]. The catalyst class is: 7. (3) Reactant: [CH3:1][N:2]1[CH:6]=[C:5]([C:7]2[CH:12]=[CH:11][C:10]([C:13]3[C:22]4[C:17](=[CH:18][CH:19]=[C:20]([C:23]([OH:25])=O)[CH:21]=4)[CH:16]=[N:15][CH:14]=3)=[CH:9][CH:8]=2)[CH:4]=[N:3]1.CN(C(ON1N=NC2C=CC=NC1=2)=[N+](C)C)C.F[P-](F)(F)(F)(F)F.CCN(C(C)C)C(C)C.[F:59][C:60]1([F:65])[CH2:64][CH2:63][NH:62][CH2:61]1.[OH-].[Na+]. Product: [F:59][C:60]1([F:65])[CH2:64][CH2:63][N:62]([C:23]([C:20]2[CH:21]=[C:22]3[C:17](=[CH:18][CH:19]=2)[CH:16]=[N:15][CH:14]=[C:13]3[C:10]2[CH:9]=[CH:8][C:7]([C:5]3[CH:4]=[N:3][N:2]([CH3:1])[CH:6]=3)=[CH:12][CH:11]=2)=[O:25])[CH2:61]1. The catalyst class is: 3. (4) Reactant: [NH2:1][CH2:2][CH2:3][C:4]1[S:13][C:7]2[N:8]=[CH:9][N:10]=[C:11]([OH:12])[C:6]=2[CH:5]=1.[C:14](Cl)(=[O:16])[CH3:15]. Product: [OH:12][C:11]1[C:6]2[CH:5]=[C:4]([CH2:3][CH2:2][NH:1][C:14](=[O:16])[CH3:15])[S:13][C:7]=2[N:8]=[CH:9][N:10]=1. The catalyst class is: 4. (5) Reactant: [CH3:1][O:2][CH2:3][CH2:4][O:5][CH2:6][CH2:7][OH:8].[H-].[Na+].[I:11][C:12]1[CH:13]=[C:14]2[C:19](=[CH:20][CH:21]=1)[N:18]=[CH:17][C:16]([C:22]#[N:23])=[CH:15]2. Product: [I:11][C:12]1[CH:13]=[C:14]2[C:19](=[CH:20][CH:21]=1)[N:18]=[CH:17][C:16]([C:22]#[N:23])=[C:15]2[O:8][CH2:7][CH2:6][O:5][CH2:4][CH2:3][O:2][CH3:1]. The catalyst class is: 3. (6) Reactant: [O:1]1[C:5]2[CH:6]=[CH:7][CH:8]=[CH:9][C:4]=2[CH:3]=[C:2]1[C:10]([NH:12][C:13]1([C:19]([NH:21][CH:22]2[CH2:27][CH2:26][N:25]([C:28]3[CH:33]=[CH:32][CH:31]=[CH:30][C:29]=3[CH:34]=[O:35])[CH2:24][CH:23]2[OH:36])=[O:20])[CH2:18][CH2:17][CH2:16][CH2:15][CH2:14]1)=[O:11].C(=O)([O-])[O-].C1(C)C=CC(S([CH2:50][N:51]=[C:52]=O)(=O)=O)=CC=1.O. Product: [O:1]1[C:5]2[CH:6]=[CH:7][CH:8]=[CH:9][C:4]=2[CH:3]=[C:2]1[C:10]([NH:12][C:13]1([C:19]([NH:21][CH:22]2[CH2:27][CH2:26][N:25]([C:28]3[CH:33]=[CH:32][CH:31]=[CH:30][C:29]=3[C:34]3[O:35][CH:52]=[N:51][CH:50]=3)[CH2:24][CH:23]2[OH:36])=[O:20])[CH2:18][CH2:17][CH2:16][CH2:15][CH2:14]1)=[O:11]. The catalyst class is: 5. (7) Reactant: [Br:1][C:2]1[C:22]([OH:23])=[CH:21][C:5]2[C:6]([CH3:20])([CH3:19])[C:7]3[NH:8][C:9]4[C:14]([C:15]=3[C:16](=[O:17])[C:4]=2[CH:3]=1)=[CH:13][CH:12]=[C:11]([Cl:18])[CH:10]=4.C1(P(C2C=CC=CC=2)C2C=CC=CC=2)C=CC=CC=1.[CH3:43][C:44]1([CH3:51])[O:48][C@H:47]([CH2:49]O)[CH2:46][O:45]1.C1(C)C=CC=CC=1.C(OC(N=NC(OCC)=O)=O)C. Product: [Cl:18][C:11]1[CH:10]=[C:9]2[C:14]([C:15]3[C:16](=[O:17])[C:4]4[CH:3]=[C:2]([Br:1])[C:22]([O:23][CH2:49][C@H:47]5[CH2:46][O:45][C:44]([CH3:51])([CH3:43])[O:48]5)=[CH:21][C:5]=4[C:6]([CH3:20])([CH3:19])[C:7]=3[NH:8]2)=[CH:13][CH:12]=1. The catalyst class is: 1.